This data is from Forward reaction prediction with 1.9M reactions from USPTO patents (1976-2016). The task is: Predict the product of the given reaction. (1) Given the reactants [CH2:1]([N:9]1[CH:13]=[N:12][N:11]=[N:10]1)[CH2:2][CH2:3][CH2:4][CH2:5][CH2:6][CH2:7][CH3:8].[OH-].[Na+].[I:16]I, predict the reaction product. The product is: [CH2:1]([N:9]1[C:13]([I:16])=[N:12][N:11]=[N:10]1)[CH2:2][CH2:3][CH2:4][CH2:5][CH2:6][CH2:7][CH3:8]. (2) Given the reactants [NH:1]1[C:9]2[C:4](=[CH:5][CH:6]=[C:7]([C:10]([OH:12])=O)[CH:8]=2)[CH:3]=[CH:2]1.[N:13]1([C:19]([O:21][C:22]([CH3:25])([CH3:24])[CH3:23])=[O:20])[CH2:18][CH2:17][NH:16][CH2:15][CH2:14]1, predict the reaction product. The product is: [NH:1]1[C:9]2[C:4](=[CH:5][CH:6]=[C:7]([C:10]([N:16]3[CH2:15][CH2:14][N:13]([C:19]([O:21][C:22]([CH3:25])([CH3:24])[CH3:23])=[O:20])[CH2:18][CH2:17]3)=[O:12])[CH:8]=2)[CH:3]=[CH:2]1. (3) Given the reactants [S:1]1[CH:5]=[CH:4][CH:3]=[C:2]1[CH2:6][NH:7][CH2:8][CH2:9][C:10]([O:12][CH2:13][CH3:14])=[O:11].[CH:15](OCC)=[O:16], predict the reaction product. The product is: [S:1]1[CH:5]=[CH:4][CH:3]=[C:2]1[CH2:6][N:7]([CH:15]=[O:16])[CH2:8][CH2:9][C:10]([O:12][CH2:13][CH3:14])=[O:11]. (4) Given the reactants [H-].[Na+].[CH2:3]([O:5][C:6]1[CH:11]=[C:10]([CH:12]=[O:13])[CH:9]=[C:8](O)[C:7]=1[C:15]1[CH:20]=[CH:19][C:18]([F:21])=[CH:17][CH:16]=1)[CH3:4].CN([CH:25]=[O:26])C.IC, predict the reaction product. The product is: [CH2:3]([O:5][C:6]1[CH:11]=[C:10]([CH:12]=[O:13])[CH:9]=[CH:8][C:7]=1[C:15]1[C:20]([O:26][CH3:25])=[CH:19][C:18]([F:21])=[CH:17][CH:16]=1)[CH3:4]. (5) Given the reactants NC1C=CC(N2CCC[C@H](C(N3CCN(C)CC3)=O)C2)=CC=1OC.[CH3:25][O:26][C:27]1[CH:28]=[C:29]([N:36]([CH3:47])[C:37](=[O:46])[CH2:38][N:39]2[CH2:44][CH2:43][N:42]([CH3:45])[CH2:41][CH2:40]2)[CH:30]=[CH:31][C:32]=1[N+:33]([O-])=O, predict the reaction product. The product is: [NH2:33][C:32]1[CH:31]=[CH:30][C:29]([N:36]([CH3:47])[C:37](=[O:46])[CH2:38][N:39]2[CH2:40][CH2:41][N:42]([CH3:45])[CH2:43][CH2:44]2)=[CH:28][C:27]=1[O:26][CH3:25].